Task: Predict the reaction yield, written as a fraction of the theoretical maximum amount of product (1.0 means a 100% yield; for example, 0.34 means a 34% yield).. Dataset: Reaction yield outcomes from USPTO patents with 853,638 reactions (1) The reactants are [C:1]1([CH2:7][CH2:8][NH2:9])[CH:6]=[CH:5][CH:4]=[CH:3][CH:2]=1.C([O-])([O-])=O.[K+].[K+].Br[CH2:17][CH2:18][CH:19]=[CH2:20]. No catalyst specified. The product is [CH2:20]([NH:9][CH2:8][CH2:7][C:1]1[CH:6]=[CH:5][CH:4]=[CH:3][CH:2]=1)[CH2:19][CH:18]=[CH2:17]. The yield is 0.620. (2) The reactants are [CH2:1]([C@@H:8]([CH2:23][C@H:24]([OH:52])[C@H:25]([CH2:39][C:40]1[CH:45]=[CH:44][C:43]([C:46]2[CH:51]=[CH:50][CH:49]=[CH:48][N:47]=2)=[CH:42][CH:41]=1)[NH:26][C:27](=[O:38])[C@H:28]([C:34]([CH3:37])([CH3:36])[CH3:35])[NH:29][C:30](=[O:33])[O:31][CH3:32])[NH:9][C:10](=[O:22])[C@@H:11]([NH:17][C:18](=[O:21])[O:19][CH3:20])[C:12]([CH3:16])([S:14][CH3:15])[CH3:13])[C:2]1[CH:7]=[CH:6][CH:5]=[CH:4][CH:3]=1.C1C[O:56]CC1.C[N+]1([O-])CCOCC1.[OH2:66]. The catalyst is CC(C)=O.O=[Os](=O)(=O)=O. The product is [CH2:1]([C@@H:8]([CH2:23][C@H:24]([OH:52])[C@H:25]([CH2:39][C:40]1[CH:45]=[CH:44][C:43]([C:46]2[CH:51]=[CH:50][CH:49]=[CH:48][N:47]=2)=[CH:42][CH:41]=1)[NH:26][C:27](=[O:38])[C@H:28]([C:34]([CH3:37])([CH3:36])[CH3:35])[NH:29][C:30](=[O:33])[O:31][CH3:32])[NH:9][C:10](=[O:22])[C@@H:11]([NH:17][C:18](=[O:21])[O:19][CH3:20])[C:12]([CH3:13])([S:14]([CH3:15])(=[O:56])=[O:66])[CH3:16])[C:2]1[CH:3]=[CH:4][CH:5]=[CH:6][CH:7]=1. The yield is 0.770. (3) The product is [CH2:6]([O:5][C:3](=[O:4])[C:2]([F:9])([F:8])[C@@:17]([C:15]1[C:14]([F:26])=[C:13]([Si:27]([CH2:30][CH3:31])([CH2:28][CH3:29])[CH2:32][CH3:33])[CH:12]=[C:11]([Br:10])[N:16]=1)([NH:19][S@@:20]([C:22]([CH3:23])([CH3:24])[CH3:25])=[O:21])[CH3:18])[CH3:7]. The reactants are Br[C:2]([F:9])([F:8])[C:3]([O:5][CH2:6][CH3:7])=[O:4].[Br:10][C:11]1[N:16]=[C:15](/[C:17](=[N:19]/[S@@:20]([C:22]([CH3:25])([CH3:24])[CH3:23])=[O:21])/[CH3:18])[C:14]([F:26])=[C:13]([Si:27]([CH2:32][CH3:33])([CH2:30][CH3:31])[CH2:28][CH3:29])[CH:12]=1.[Cl-].[NH4+]. The catalyst is C1COCC1.C[Si](C)(C)Cl.C(OCC)(=O)C.[Zn].[Cu]Cl. The yield is 0.770. (4) The reactants are [CH3:1][S:2]([CH2:5][C:6]1[CH:11]=[CH:10][CH:9]=[C:8]([N+:12]([O-])=O)[CH:7]=1)(=[O:4])=[O:3].[OH-].[Na+]. The catalyst is C(O)C. The product is [CH3:1][S:2]([CH2:5][C:6]1[CH:7]=[C:8]([CH:9]=[CH:10][CH:11]=1)[NH2:12])(=[O:3])=[O:4]. The yield is 0.550. (5) The reactants are [CH2:1]([NH:3][C:4]([NH:6][C:7]1[S:8][C:9]2[C:15]([C:16]3[CH:21]=[CH:20][CH:19]=[CH:18][N:17]=3)=[CH:14][C:13]([C:22]3[CH:23]=[N:24][C:25]([C:28]([OH:31])([CH3:30])[CH3:29])=[N:26][CH:27]=3)=[CH:12][C:10]=2[N:11]=1)=[O:5])[CH3:2].BrC1C=NC(C23OC2[CH2:43][O:42][CH2:41]C3)=NC=1.C([O-])([O-])=O.[Cs+].[Cs+]. The product is [CH:30]12[O:31][C:28]1([C:25]1[N:26]=[CH:27][C:22]([C:13]3[CH:14]=[C:15]([C:16]4[CH:21]=[CH:20][CH:19]=[CH:18][N:17]=4)[C:9]4[S:8][C:7]([NH:6][C:4]([NH:3][CH2:1][CH3:2])=[O:5])=[N:11][C:10]=4[CH:12]=3)=[CH:23][N:24]=1)[CH2:29][CH2:43][O:42][CH2:41]2. The catalyst is O1CCOCC1.O. The yield is 0.570.